From a dataset of Acute oral toxicity (LD50) regression data from Zhu et al.. Regression/Classification. Given a drug SMILES string, predict its toxicity properties. Task type varies by dataset: regression for continuous values (e.g., LD50, hERG inhibition percentage) or binary classification for toxic/non-toxic outcomes (e.g., AMES mutagenicity, cardiotoxicity, hepatotoxicity). Dataset: ld50_zhu. (1) The molecule is CCCCO. The rat oral LD50 is 1.97, given as -log10 of the dose in mol/kg body weight (higher means more acutely toxic). (2) The compound is CN(C)S(=O)(=O)c1c(Cl)c(Cl)c(Cl)c2[nH]c(C(F)(F)F)nc12. The rat oral LD50 is 4.92, given as -log10 of the dose in mol/kg body weight (higher means more acutely toxic).